Dataset: Oral bioavailability binary classification data from Ma et al.. Task: Regression/Classification. Given a drug SMILES string, predict its absorption, distribution, metabolism, or excretion properties. Task type varies by dataset: regression for continuous measurements (e.g., permeability, clearance, half-life) or binary classification for categorical outcomes (e.g., BBB penetration, CYP inhibition). Dataset: bioavailability_ma. The molecule is CC(C)(O)c1ccccc1CC[C@@H](SCC1(CC(=O)O)CC1)c1cccc(/C=C/c2ccc3ccc(Cl)cc3n2)c1. The result is 1 (high bioavailability).